This data is from Full USPTO retrosynthesis dataset with 1.9M reactions from patents (1976-2016). The task is: Predict the reactants needed to synthesize the given product. (1) Given the product [NH2:7][C:8]1[CH:13]=[CH:12][CH:11]=[CH:10][C:9]=1[NH:14][C:15](=[O:54])/[CH:16]=[CH:17]/[C:18]1[CH:19]=[CH:20][C:21]([CH:24]([C:25](=[O:36])[NH:26][C:27]2[CH:32]=[CH:31][C:30]([CH:33]([CH3:34])[CH3:35])=[CH:29][CH:28]=2)[NH:37][CH2:38][CH:39]([N:41]2[CH2:42][CH2:43][O:44][CH2:45][CH2:46]2)[CH3:40])=[CH:22][CH:23]=1, predict the reactants needed to synthesize it. The reactants are: C(OC(=O)[NH:7][C:8]1[CH:13]=[CH:12][CH:11]=[CH:10][C:9]=1[NH:14][C:15](=[O:54])/[CH:16]=[CH:17]/[C:18]1[CH:23]=[CH:22][C:21]([CH:24]([N:37](C(OC(C)(C)C)=O)[CH2:38][CH:39]([N:41]2[CH2:46][CH2:45][O:44][CH2:43][CH2:42]2)[CH3:40])[C:25](=[O:36])[NH:26][C:27]2[CH:32]=[CH:31][C:30]([CH:33]([CH3:35])[CH3:34])=[CH:29][CH:28]=2)=[CH:20][CH:19]=1)(C)(C)C. (2) Given the product [CH3:22][S:23]([O:14][CH2:13][CH:11]1[O:10][N:9]=[C:8]([C:5]2[CH:4]=[CH:3][C:2]([Br:1])=[CH:7][CH:6]=2)[CH2:12]1)(=[O:25])=[O:24], predict the reactants needed to synthesize it. The reactants are: [Br:1][C:2]1[CH:7]=[CH:6][C:5]([C:8]2[CH2:12][CH:11]([CH2:13][OH:14])[O:10][N:9]=2)=[CH:4][CH:3]=1.C(N(CC)CC)C.[CH3:22][S:23](Cl)(=[O:25])=[O:24].C(=O)(O)[O-].[Na+]. (3) Given the product [CH3:1][CH2:2][O:3][C:4]1[N:12]([CH2:13][C:14]2[CH:19]=[CH:18][C:17]([C:20]3[CH:21]=[CH:22][CH:23]=[CH:24][C:25]=3[C:26]3[N:27]=[N:28][NH:29][N:30]=3)=[CH:16][CH:15]=2)[C:11]2[C:10]([C:50]([O:52][CH:53]([O:55][C:56]([O:58][CH:59]3[CH2:60][CH2:61][CH2:62][CH2:63][CH2:64]3)=[O:57])[CH3:54])=[O:51])=[CH:9][CH:8]=[CH:7][C:6]=2[N:5]=1, predict the reactants needed to synthesize it. The reactants are: [CH3:1][CH2:2][O:3][C:4]1[N:12]([CH2:13][C:14]2[CH:19]=[CH:18][C:17]([C:20]3[C:25]([C:26]4[N:30](C(C5C=CC=CC=5)(C5C=CC=CC=5)C5C=CC=CC=5)[N:29]=[N:28][N:27]=4)=[CH:24][CH:23]=[CH:22][CH:21]=3)=[CH:16][CH:15]=2)[C:11]2[C:6](=[CH:7][CH:8]=[CH:9][C:10]=2[C:50]([O:52][CH:53]([O:55][C:56]([O:58][CH:59]2[CH2:64][CH2:63][CH2:62][CH2:61][CH2:60]2)=[O:57])[CH3:54])=[O:51])[N:5]=1.CS(O)(=O)=O.O.C([O-])(O)=O.[Na+]. (4) Given the product [F:1][C:2]1[C:7]([C:8](=[O:14])[CH2:9][CH3:10])=[CH:6][CH:5]=[C:4]([F:12])[N:3]=1, predict the reactants needed to synthesize it. The reactants are: [F:1][C:2]1[C:7]([CH2:8][CH:9](O)[CH3:10])=[CH:6][CH:5]=[C:4]([F:12])[N:3]=1.[Cr](Cl)([O-])(=O)=[O:14].[NH+]1C=CC=CC=1. (5) Given the product [CH3:22][O:21][C:12]1[C:13]2[C:18](=[CH:17][CH:16]=[CH:15][CH:14]=2)[C:19]([S:26]([Cl:25])(=[O:28])=[O:27])=[CH:20][C:11]=1[N:8]1[CH2:7][CH2:6][N:5]([C:3](=[O:4])[C:2]([Cl:1])([Cl:23])[Cl:24])[CH2:10][CH2:9]1, predict the reactants needed to synthesize it. The reactants are: [Cl:1][C:2]([Cl:24])([Cl:23])[C:3]([N:5]1[CH2:10][CH2:9][N:8]([C:11]2[CH:20]=[CH:19][C:18]3[C:13](=[CH:14][CH:15]=[CH:16][CH:17]=3)[C:12]=2[O:21][CH3:22])[CH2:7][CH2:6]1)=[O:4].[Cl:25][S:26](O)(=[O:28])=[O:27].P(Cl)(Cl)(Cl)(Cl)Cl.